Dataset: Full USPTO retrosynthesis dataset with 1.9M reactions from patents (1976-2016). Task: Predict the reactants needed to synthesize the given product. (1) The reactants are: Br[C:2]1[CH:7]=[CH:6][C:5]([C:8]2[O:9][CH:10]=[C:11]([C:13]3[CH:18]=[CH:17][C:16]([CH3:19])=[CH:15][CH:14]=3)[N:12]=2)=[CH:4][CH:3]=1.[CH2:20]([O:22][C:23]([C:25]1[CH:30]=[CH:29][C:28](B(O)O)=[CH:27][CH:26]=1)=[O:24])[CH3:21].C(=O)([O-])[O-].[Na+].[Na+]. Given the product [CH3:19][C:16]1[CH:17]=[CH:18][C:13]([C:11]2[N:12]=[C:8]([C:5]3[CH:6]=[CH:7][C:2]([C:28]4[CH:29]=[CH:30][C:25]([C:23]([O:22][CH2:20][CH3:21])=[O:24])=[CH:26][CH:27]=4)=[CH:3][CH:4]=3)[O:9][CH:10]=2)=[CH:14][CH:15]=1, predict the reactants needed to synthesize it. (2) Given the product [OH:36][C:25]1[C:24](=[O:23])[N:13]([C:14]2[N:15]=[N:16][C:17]([CH3:20])=[CH:18][CH:19]=2)[CH:8]([C:7]2[CH:10]=[CH:11][CH:12]=[C:5]([O:4][CH2:1][CH2:2][CH3:3])[CH:6]=2)[C:26]=1[C:27](=[O:35])[C:28]1[CH:33]=[CH:32][C:31]([CH3:34])=[CH:30][CH:29]=1, predict the reactants needed to synthesize it. The reactants are: [CH2:1]([O:4][C:5]1[CH:6]=[C:7]([CH:10]=[CH:11][CH:12]=1)[CH:8]=O)[CH2:2][CH3:3].[NH2:13][C:14]1[N:15]=[N:16][C:17]([CH3:20])=[CH:18][CH:19]=1.C([O:23][C:24](=O)[C:25]([OH:36])=[CH:26][C:27](=[O:35])[C:28]1[CH:33]=[CH:32][C:31]([CH3:34])=[CH:30][CH:29]=1)C. (3) Given the product [CH2:37]([N:3]([CH2:1][CH3:2])[CH2:4][CH2:5][CH2:6][NH:7][C:8]1[N:9]=[C:10]([C:27]2[CH:28]=[C:29]([CH:33]=[CH:34][C:35]=2[CH3:36])[C:30]([NH:47][CH2:48][CH3:49])=[O:31])[C:11]2[CH:17]=[CH:16][C:15](=[O:18])[N:14]([C:19]3[C:20]([F:26])=[CH:21][CH:22]=[CH:23][C:24]=3[F:25])[C:12]=2[N:13]=1)[CH3:38], predict the reactants needed to synthesize it. The reactants are: [CH2:1]([N:3]([CH2:37][CH3:38])[CH2:4][CH2:5][CH2:6][NH:7][C:8]1[N:9]=[C:10]([C:27]2[CH:28]=[C:29]([CH:33]=[CH:34][C:35]=2[CH3:36])[C:30](O)=[O:31])[C:11]2[CH:17]=[CH:16][C:15](=[O:18])[N:14]([C:19]3[C:24]([F:25])=[CH:23][CH:22]=[CH:21][C:20]=3[F:26])[C:12]=2[N:13]=1)[CH3:2].CN(C(O[N:47]1N=N[C:49]2C=CC=C[C:48]1=2)=[N+](C)C)C.F[P-](F)(F)(F)(F)F.C(N)C. (4) Given the product [CH3:1][C:2]1[C:7]([CH3:8])=[C:6]([O:9][CH3:10])[CH:5]=[CH:4][C:3]=1[N:17]1[CH:18]=[CH:19][C:15]([CH3:14])=[N:16]1, predict the reactants needed to synthesize it. The reactants are: [CH3:1][C:2]1[C:7]([CH3:8])=[C:6]([O:9][CH3:10])[CH:5]=[CH:4][C:3]=1B(O)O.[CH3:14][C:15]1[CH:19]=[CH:18][NH:17][N:16]=1.